From a dataset of NCI-60 drug combinations with 297,098 pairs across 59 cell lines. Regression. Given two drug SMILES strings and cell line genomic features, predict the synergy score measuring deviation from expected non-interaction effect. (1) Drug 2: CC1=C(N=C(N=C1N)C(CC(=O)N)NCC(C(=O)N)N)C(=O)NC(C(C2=CN=CN2)OC3C(C(C(C(O3)CO)O)O)OC4C(C(C(C(O4)CO)O)OC(=O)N)O)C(=O)NC(C)C(C(C)C(=O)NC(C(C)O)C(=O)NCCC5=NC(=CS5)C6=NC(=CS6)C(=O)NCCC[S+](C)C)O. Synergy scores: CSS=16.4, Synergy_ZIP=-2.44, Synergy_Bliss=-0.450, Synergy_Loewe=-0.440, Synergy_HSA=1.23. Drug 1: CC1OCC2C(O1)C(C(C(O2)OC3C4COC(=O)C4C(C5=CC6=C(C=C35)OCO6)C7=CC(=C(C(=C7)OC)O)OC)O)O. Cell line: SK-OV-3. (2) Drug 1: COCCOC1=C(C=C2C(=C1)C(=NC=N2)NC3=CC=CC(=C3)C#C)OCCOC.Cl. Drug 2: N.N.Cl[Pt+2]Cl. Cell line: NCI-H322M. Synergy scores: CSS=14.6, Synergy_ZIP=-9.41, Synergy_Bliss=-2.26, Synergy_Loewe=-16.4, Synergy_HSA=-4.48. (3) Drug 1: C1=NC2=C(N=C(N=C2N1C3C(C(C(O3)CO)O)F)Cl)N. Drug 2: C1CCC(C(C1)N)N.C(=O)(C(=O)[O-])[O-].[Pt+4]. Cell line: RPMI-8226. Synergy scores: CSS=43.4, Synergy_ZIP=3.52, Synergy_Bliss=3.31, Synergy_Loewe=1.96, Synergy_HSA=2.01. (4) Drug 1: C1=CC(=C2C(=C1NCCNCCO)C(=O)C3=C(C=CC(=C3C2=O)O)O)NCCNCCO. Drug 2: CC1CCC2CC(C(=CC=CC=CC(CC(C(=O)C(C(C(=CC(C(=O)CC(OC(=O)C3CCCCN3C(=O)C(=O)C1(O2)O)C(C)CC4CCC(C(C4)OC)OCCO)C)C)O)OC)C)C)C)OC. Cell line: A549. Synergy scores: CSS=63.1, Synergy_ZIP=3.18, Synergy_Bliss=2.52, Synergy_Loewe=6.60, Synergy_HSA=9.76. (5) Drug 1: CN(C)C1=NC(=NC(=N1)N(C)C)N(C)C. Drug 2: CC=C1C(=O)NC(C(=O)OC2CC(=O)NC(C(=O)NC(CSSCCC=C2)C(=O)N1)C(C)C)C(C)C. Cell line: PC-3. Synergy scores: CSS=49.1, Synergy_ZIP=2.12, Synergy_Bliss=3.96, Synergy_Loewe=-42.9, Synergy_HSA=3.26. (6) Drug 1: CC1=CC=C(C=C1)C2=CC(=NN2C3=CC=C(C=C3)S(=O)(=O)N)C(F)(F)F. Drug 2: C(CCl)NC(=O)N(CCCl)N=O. Cell line: MDA-MB-435. Synergy scores: CSS=3.71, Synergy_ZIP=-2.05, Synergy_Bliss=-2.49, Synergy_Loewe=-4.20, Synergy_HSA=-3.52. (7) Drug 1: C1CC(=O)NC(=O)C1N2CC3=C(C2=O)C=CC=C3N. Drug 2: CC1=C(C=C(C=C1)C(=O)NC2=CC(=CC(=C2)C(F)(F)F)N3C=C(N=C3)C)NC4=NC=CC(=N4)C5=CN=CC=C5. Cell line: MALME-3M. Synergy scores: CSS=3.30, Synergy_ZIP=2.59, Synergy_Bliss=4.38, Synergy_Loewe=2.06, Synergy_HSA=2.32.